This data is from Forward reaction prediction with 1.9M reactions from USPTO patents (1976-2016). The task is: Predict the product of the given reaction. Given the reactants [CH3:1][O:2][C:3]1[CH:4]=[CH:5][C:6]2[NH:12][C:11](=[O:13])[N:10]([CH:14]3[CH2:19][CH2:18][N:17]([C:20]4[N:25]=[CH:24][N:23]=[C:22]([C:26]([OH:28])=O)[CH:21]=4)[CH2:16][CH2:15]3)[CH2:9][CH2:8][C:7]=2[CH:29]=1.[CH3:30][O:31][C:32]1[CH:40]=[C:39]2[C:35]([CH2:36][CH2:37][NH:38]2)=[CH:34][CH:33]=1.CN(C(ON1N=NC2C=CC=CC1=2)=[N+](C)C)C.[B-](F)(F)(F)F, predict the reaction product. The product is: [CH3:1][O:2][C:3]1[CH:4]=[CH:5][C:6]2[NH:12][C:11](=[O:13])[N:10]([CH:14]3[CH2:15][CH2:16][N:17]([C:20]4[CH:21]=[C:22]([C:26]([N:38]5[C:39]6[C:35](=[CH:34][CH:33]=[C:32]([O:31][CH3:30])[CH:40]=6)[CH2:36][CH2:37]5)=[O:28])[N:23]=[CH:24][N:25]=4)[CH2:18][CH2:19]3)[CH2:9][CH2:8][C:7]=2[CH:29]=1.